From a dataset of Reaction yield outcomes from USPTO patents with 853,638 reactions. Predict the reaction yield, written as a fraction of the theoretical maximum amount of product (1.0 means a 100% yield; for example, 0.34 means a 34% yield). (1) The reactants are [CH3:1][C:2]1[NH:3][C:4]2[N:5]([N:14]=[C:15]([C:17]3[CH:22]=[CH:21][CH:20]=[CH:19][CH:18]=3)[CH:16]=2)[C:6](=O)[C:7]=1[CH2:8][C:9]([O:11][CH3:12])=[O:10].O=P(Cl)(Cl)[Cl:25]. No catalyst specified. The product is [Cl:25][C:6]1[N:5]2[N:14]=[C:15]([C:17]3[CH:22]=[CH:21][CH:20]=[CH:19][CH:18]=3)[CH:16]=[C:4]2[N:3]=[C:2]([CH3:1])[C:7]=1[CH2:8][C:9]([O:11][CH3:12])=[O:10]. The yield is 0.840. (2) The reactants are [Br:1][C:2]1[CH:7]=[CH:6][C:5]([CH:8](Br)[CH3:9])=[CH:4][CH:3]=1.[Cl:11][C:12]1[CH:17]=[CH:16][C:15]([OH:18])=[CH:14][C:13]=1[N+:19]([O-:21])=[O:20].C([O-])([O-])=O.[K+].[K+]. The catalyst is CN(C=O)C.O. The product is [Br:1][C:2]1[CH:7]=[CH:6][C:5]([CH:8]([O:18][C:15]2[CH:16]=[CH:17][C:12]([Cl:11])=[C:13]([N+:19]([O-:21])=[O:20])[CH:14]=2)[CH3:9])=[CH:4][CH:3]=1. The yield is 0.920. (3) The reactants are [NH2:1][CH2:2][C:3]([N:5]1[C:13]2[C:8](=[CH:9][C:10](/[CH:14]=[CH:15]/[CH:16]([C:21]3[CH:26]=[C:25]([Cl:27])[C:24]([F:28])=[C:23]([Cl:29])[CH:22]=3)[C:17]([F:20])([F:19])[F:18])=[CH:11][CH:12]=2)[CH:7]=[CH:6]1)=[O:4].[F:30][C:31]([F:37])([F:36])[CH2:32][C:33](O)=[O:34].C1CN([P+](ON2N=NC3C=CC=CC2=3)(N2CCCC2)N2CCCC2)CC1.F[P-](F)(F)(F)(F)F.CCN(C(C)C)C(C)C. The catalyst is C(Cl)Cl. The product is [Cl:27][C:25]1[CH:26]=[C:21]([CH:16]([C:17]([F:19])([F:20])[F:18])/[CH:15]=[CH:14]/[C:10]2[CH:9]=[C:8]3[C:13](=[CH:12][CH:11]=2)[N:5]([C:3](=[O:4])[CH2:2][NH:1][C:33](=[O:34])[CH2:32][C:31]([F:37])([F:36])[F:30])[CH:6]=[CH:7]3)[CH:22]=[C:23]([Cl:29])[C:24]=1[F:28]. The yield is 0.600. (4) The yield is 0.650. The reactants are [CH:1]([O:4][C:5]1[CH:10]=[CH:9][C:8]([CH2:11][C:12]([OH:14])=[O:13])=[CH:7][CH:6]=1)([CH3:3])[CH3:2].[F:15][C:16]1[CH:23]=[CH:22][C:19]([CH:20]=O)=[CH:18][C:17]=1[O:24][CH3:25].CC(OC(C)=O)=O.CCN(CC)CC. The catalyst is O.CCOC(C)=O. The product is [F:15][C:16]1[CH:23]=[CH:22][C:19](/[CH:20]=[C:11](\[C:8]2[CH:9]=[CH:10][C:5]([O:4][CH:1]([CH3:3])[CH3:2])=[CH:6][CH:7]=2)/[C:12]([OH:14])=[O:13])=[CH:18][C:17]=1[O:24][CH3:25].